Dataset: Forward reaction prediction with 1.9M reactions from USPTO patents (1976-2016). Task: Predict the product of the given reaction. The product is: [OH:41][C@@H:40]([CH3:42])[C:39]([N:29]1[CH2:30][CH2:31][N:26]([CH2:25][C:23]2[S:24][C:19]3[C:18]([N:33]4[CH2:34][CH2:35][O:36][CH2:37][CH2:38]4)=[N:17][C:16]([C:13]4[CH:14]=[N:15][C:10]([NH:9][CH3:8])=[N:11][CH:12]=4)=[N:21][C:20]=3[C:22]=2[CH3:32])[CH2:27][CH2:28]1)=[O:43]. Given the reactants C(O)(C(F)(F)F)=O.[CH3:8][NH:9][C:10]1[N:15]=[CH:14][C:13]([C:16]2[N:17]=[C:18]([N:33]3[CH2:38][CH2:37][O:36][CH2:35][CH2:34]3)[C:19]3[S:24][C:23]([CH2:25][N:26]4[CH2:31][CH2:30][NH:29][CH2:28][CH2:27]4)=[C:22]([CH3:32])[C:20]=3[N:21]=2)=[CH:12][N:11]=1.[C:39](O)(=[O:43])[C@H:40]([CH3:42])[OH:41], predict the reaction product.